From a dataset of Experimentally validated miRNA-target interactions with 360,000+ pairs, plus equal number of negative samples. Binary Classification. Given a miRNA mature sequence and a target amino acid sequence, predict their likelihood of interaction. (1) The miRNA is hsa-miR-4704-3p with sequence UCAGUCACAUAUCUAGUGUCUA. The protein sequence of the target gene is MAANPSGQGFQNKNRVAILAELDKEKRKLLMQNQSSTSHPGASISLSRPSLTKDFRDHAEQQHIAAQQKAALQHAHAHSSGYFITQDSAFGNLILPVLPRLDPE. Result: 0 (no interaction). (2) The miRNA is mmu-miR-744-5p with sequence UGCGGGGCUAGGGCUAACAGCA. The protein sequence of the target gene is MNSLLSRANSLFAFTLSVMAALTLGCILTTAFKDRSAPVRLHVSRILLKKVEDFTGPRKKSDLGFITFHISADLEKTFDWNVKQLFLYLSAEYSTKSNAVNQVVLWDKILLRGENPKLNLKDVKSKYFFFDDGHGLKGNRNVTLTLSWQVIPIAGILPLVTGSGRVSVPFPDSYEIATTF. Result: 0 (no interaction). (3) Result: 1 (interaction). The protein sequence of the target gene is MLLTLAGGALFFPGLFALCTWALRRSQPGWSRTDCVMISTRLVSSVHAVLATGSGIVIIRSCDDVITGRHWLAREYVWFLIPYMIYDSYAMYLCEWCRTRDQNRAPSLTLRNFLSRNRLMITHHAVILFVLVPVAQRLRGDLGDFFVGCIFTAELSTPFVSLGRVLIQLKQQHTLLYKVNGILTLATFLSCRILLFPFMYWSYGRQQGLSLLQVPFSIPFYCNVANAFLVAPQIYWFCLLCRKAVRLFDTPQAKKDG. The miRNA is hsa-miR-519d-3p with sequence CAAAGUGCCUCCCUUUAGAGUG. (4) The miRNA is mmu-miR-669o-5p with sequence UAGUUGUGUGUGCAUGUUUAUGU. The protein sequence of the target gene is MDCSLVRTLVHRYCAGEENWVDSRTIYVGHREPPPGAEAYIPQRYPDNRIVSSKYTFWNFIPKNLFEQFRRVANFYFLIIFLVQLIIDTPTSPVTSGLPLFFVITVTAIKQGYEDWLRHKADNAMNQCPVHFIQHGKLVRKQSRKLRVGDIVMVKEDETFPCDLIFLSSNRGDGTCHVTTASLDGESSHKTHYAVQDTKGFHTEEDIGGLHATIECEQPQPDLYKFVGRINVYSDLNDPVVRPLGSENLLLRGATLKNTEKIFGVAIYTGMETKMALNYQSKSQKRSAVEKSMNAFLIVY.... Result: 0 (no interaction). (5) The miRNA is mmu-miR-155-5p with sequence UUAAUGCUAAUUGUGAUAGGGGU. The protein sequence of the target gene is MAAAIGVRGRFELLPRSGPGWLLSLSALLSVVARGALATTHWVVTEDGKIQQQVDSPMNLKHPHDLVILMRQETTVNYLKELEKQLVAQKIHIEENEDRDTGLEQRHNKEDPDCIKAKVPLGDLDLYDGTYITLESKDIRPEDFIDTESPVPPDPEQPDCTKILELPYSIHAFQHLRGVQERVNLSAPLLPKEDPIFTYLSKRLGRSIDDIGHLIHEGLQKNASSWVLYNLASFYWRIKNEPYQVVECAMRALHFSSRHNKDIALVNLANVLHRAHFSADAAVVVHAALDDSDFFTSYYT.... Result: 0 (no interaction). (6) The miRNA is hsa-miR-548ad-5p with sequence AAAAGUAAUUGUGGUUUUUG. The protein sequence of the target gene is MRRLRRWAIAALLLLPLLPPPGLGALGPRGALHWRSSAHVGSPESPEGSEVTEPSRLVRQSSGGEVRKPQLDTRVRQDPPRGTPVHLAQVSFVIPAFDSNFTLDLELNHHLLSSQYVERHFSREGTRQHSTGAGDHCYYHGKLRGNPQSFAALSTCQGLHGVFSDGNLTYIVEPKEIAGPWGPPQGPLPHLIYRTPLLPAPLGCREPGCLFAVPAQSALPNWPKLRRKRQVRRGHPTVHSETKYVELIVINDHQLFEQMRQSVVLTSNFAKSVVNLADVIYKEQLNTRIVLVAMETWADG.... Result: 0 (no interaction). (7) The miRNA is hsa-miR-128-1-5p with sequence CGGGGCCGUAGCACUGUCUGAGA. The protein sequence of the target gene is MMASFQRSNSHDKVRRIVAEEGRTARNLIAWSVPLESKDDDGKPKCQTGGKSKRTIQGTHKTTKQSTAVDCKITSSTTGDKHFDKSPTKTRHPRKIDLRARYWAFLFDNLRRAVDEIYVTCESDQSVVECKEVLMMLDNYVRDFKALIDWIQLQEKLEKTDAQSRPTSLAWEVKKMSPGRHVIPSPSTDRINVTSNARRSLNFGGSTGTVPAPRLAPTGVSWADKVKAHHTGSTASSEITPAQSCPPMTVQKASRKNERKDAEGWETVQRGRPIRSRSTAVMPKVSLATEATRSKDDSDK.... Result: 0 (no interaction). (8) The protein sequence of the target gene is MAADVSVTHRPPLSPEAEAEAETPETVDRRAPEQELPPLDPEEIRKRLEHTERQFRNRRKILIRGLPGDVTNQEVHDLLSDYELKYCFVDKYKGTAFVTLLNGEQAEAAINTFHQSRLRERELSVQLQPTDALLCVANLPPSLTQAQFEELVRPFGSLERCFLVYSERTGHSKGYGFAEYMKKDSAARAKSDLLGKPLGPRTLYVHWTDAGQLTPALLHSRCLCVDHLPPGFSDVDALRRALSVVYTPTFCQLACGQDGQLKGFAVLEYETAEMAEAAQERADGQALGDSHLRVSFCAPG.... The miRNA is hsa-miR-6755-5p with sequence UAGGGUAGACACUGACAACGUU. Result: 0 (no interaction). (9) The miRNA is hsa-miR-8079 with sequence CAGUGAUCGUCUCUGCUGGC. The protein sequence of the target gene is MHGRLKVKTSEEQAEAKRLEREQKLKLYQSATQAVFQKRQAGELDESVLELTSQILGANPDFATLWNCRREVLQQLETQKSPEELAALVKAELGFLESCLRVNPKSYGTWHHRCWLLGRLPEPNWTRELELCARFLEVDERNFHCWDYRRFVATQAAVPPAEELAFTDSLITRNFSNYSSWHYRSCLLPQLHPQPDSGPQGRLPEDVLLKELELVQNAFFTDPNDQSAWFYHRWLLGRADPQDALRCLHVSRDEACLTVSFSRPLLVGSRMEILLLMVDDSPLIVEWRTPDGRNRPSHVW.... Result: 0 (no interaction).